This data is from Catalyst prediction with 721,799 reactions and 888 catalyst types from USPTO. The task is: Predict which catalyst facilitates the given reaction. (1) Reactant: C([O:3][C:4]([C:6]1[CH:10]=[C:9]([CH3:11])[N:8]([C:12]2[CH:13]=[C:14]([C:18]3[CH:23]=[CH:22][CH:21]=[CH:20][C:19]=3[O:24][C:25]([F:28])([F:27])[F:26])[CH:15]=[CH:16][CH:17]=2)[N:7]=1)=O)C.CC(C[AlH]CC(C)C)C.C1(C)C=CC=CC=1.[O-]S([O-])(=O)=O.[Mg+2].[NH4+].[Cl-]. Product: [CH3:11][C:9]1[N:8]([C:12]2[CH:13]=[C:14]([C:18]3[CH:23]=[CH:22][CH:21]=[CH:20][C:19]=3[O:24][C:25]([F:27])([F:28])[F:26])[CH:15]=[CH:16][CH:17]=2)[N:7]=[C:6]([CH2:4][OH:3])[CH:10]=1. The catalyst class is: 98. (2) Product: [CH3:1][N:2]1[C:6]([C:7]2[S:11][CH:10]=[C:9]([C:12]([NH:48][CH:49]([C:59]3[C:68]4[C:63](=[CH:64][CH:65]=[CH:66][CH:67]=4)[CH:62]=[CH:61][CH:60]=3)[CH2:50][NH:51][C:52](=[O:58])[O:53][C:54]([CH3:57])([CH3:55])[CH3:56])=[O:14])[CH:8]=2)=[CH:5][CH:4]=[N:3]1. Reactant: [CH3:1][N:2]1[C:6]([C:7]2[S:11][CH:10]=[C:9]([C:12]([OH:14])=O)[CH:8]=2)=[CH:5][CH:4]=[N:3]1.C1CN([P+](Br)(N2CCCC2)N2CCCC2)CC1.F[P-](F)(F)(F)(F)F.C(N(C(C)C)CC)(C)C.[NH2:48][CH:49]([C:59]1[C:68]2[C:63](=[CH:64][CH:65]=[CH:66][CH:67]=2)[CH:62]=[CH:61][CH:60]=1)[CH2:50][NH:51][C:52](=[O:58])[O:53][C:54]([CH3:57])([CH3:56])[CH3:55]. The catalyst class is: 2. (3) Reactant: Br[C:2]1[CH:3]=[C:4]2[C:8](=[CH:9][CH:10]=1)[N:7]([S:11]([C:14]1[CH:19]=[CH:18][C:17]([CH3:20])=[CH:16][CH:15]=1)(=[O:13])=[O:12])[N:6]=[CH:5]2.C([O-])(=O)C.[K+].[B:26]1([B:26]2[O:30][C:29]([CH3:32])([CH3:31])[C:28]([CH3:34])([CH3:33])[O:27]2)[O:30][C:29]([CH3:32])([CH3:31])[C:28]([CH3:34])([CH3:33])[O:27]1. Product: [CH3:20][C:17]1[CH:18]=[CH:19][C:14]([S:11]([N:7]2[C:8]3[C:4](=[CH:3][C:2]([B:26]4[O:30][C:29]([CH3:32])([CH3:31])[C:28]([CH3:34])([CH3:33])[O:27]4)=[CH:10][CH:9]=3)[CH:5]=[N:6]2)(=[O:13])=[O:12])=[CH:15][CH:16]=1. The catalyst class is: 75. (4) Reactant: [CH2:1]([C:3]1[CH:4]=[C:5]([C:11]2[CH:12]=[C:13]3[C:17](=[CH:18][CH:19]=2)[C:16](=[O:20])[CH:15]([CH2:21][C:22]([NH:24][CH2:25][C:26]2[CH:31]=[N:30][C:29]([CH3:32])=[CH:28][N:27]=2)=[O:23])[CH2:14]3)[CH:6]=[CH:7][C:8]=1[O:9]C)[CH3:2].B(Br)(Br)Br.CCOC(C)=O.O. Product: [CH2:1]([C:3]1[CH:4]=[C:5]([C:11]2[CH:12]=[C:13]3[C:17](=[CH:18][CH:19]=2)[C:16](=[O:20])[CH:15]([CH2:21][C:22]([NH:24][CH2:25][C:26]2[CH:31]=[N:30][C:29]([CH3:32])=[CH:28][N:27]=2)=[O:23])[CH2:14]3)[CH:6]=[CH:7][C:8]=1[OH:9])[CH3:2]. The catalyst class is: 2. (5) The catalyst class is: 10. Product: [Br:8][CH2:9][CH2:10][O:7][C:1]1[CH:6]=[CH:5][CH:4]=[CH:3][CH:2]=1. Reactant: [C:1]1([OH:7])[CH:6]=[CH:5][CH:4]=[CH:3][CH:2]=1.[Br:8][CH2:9][CH2:10]Br.C([O-])([O-])=O.[K+].[K+]. (6) Reactant: [CH3:1][C:2]1[CH:3]=[C:4]([N:9]2[CH:13]=[C:12](C=O)[N:11]=[CH:10]2)[CH:5]=[C:6]([CH3:8])[CH:7]=1.[CH3:16][C:17]1[CH:18]=[C:19]([N:24]2[C:28](C=O)=[CH:27][N:26]=[CH:25]2)[CH:20]=[C:21]([CH3:23])[CH:22]=1.[OH-].[NH4+].II.S([O-])([O-])(=O)=S.[Na+].[Na+]. Product: [CH3:8][C:6]1[CH:5]=[C:4]([N:9]2[C:13]([C:19]#[N:24])=[CH:12][N:11]=[CH:10]2)[CH:3]=[C:2]([CH3:1])[CH:7]=1.[CH3:23][C:21]1[CH:20]=[C:19]([N:24]2[CH:28]=[C:27]([C:4]#[N:9])[N:26]=[CH:25]2)[CH:18]=[C:17]([CH3:16])[CH:22]=1. The catalyst class is: 116. (7) Reactant: C(O[C:6](=O)[N:7]([CH2:9][C:10]1[CH:15]=[C:14]([C:16]([N:18]2[CH2:23][CH2:22][N:21]([CH:24]([CH3:26])[CH3:25])[CH2:20][CH2:19]2)=[O:17])[CH:13]=[CH:12][C:11]=1[O:27][C:28]1[CH:33]=[CH:32][C:31]([Cl:34])=[C:30]([Cl:35])[CH:29]=1)C)(C)(C)C.C(OC(=O)NCC1C=C(Br)C=CC=1OC1C=CC(Cl)=C(Cl)C=1)(C)(C)C.C1CCN2C(=NCCC2)CC1.C(N1CCNCC1)(C)C.F[B-](F)(F)F. Product: [Cl:35][C:30]1[CH:29]=[C:28]([CH:33]=[CH:32][C:31]=1[Cl:34])[O:27][C:11]1[CH:12]=[CH:13][C:14]([C:16]([N:18]2[CH2:19][CH2:20][N:21]([CH:24]([CH3:25])[CH3:26])[CH2:22][CH2:23]2)=[O:17])=[CH:15][C:10]=1[CH2:9][NH:7][CH3:6]. The catalyst class is: 1. (8) Reactant: N[C:2]1[C:7]([N+:8]([O-:10])=[O:9])=[CH:6][CH:5]=[CH:4][C:3]=1[OH:11].S(=O)(=O)(O)O.N([O-])=O.[Na+].[I-:21].[K+]. Product: [I:21][C:2]1[C:7]([N+:8]([O-:10])=[O:9])=[CH:6][CH:5]=[CH:4][C:3]=1[OH:11]. The catalyst class is: 374.